From a dataset of Full USPTO retrosynthesis dataset with 1.9M reactions from patents (1976-2016). Predict the reactants needed to synthesize the given product. (1) The reactants are: O[C:2]1[CH:3]=[C:4]([NH:8][N:9]=[C:10]([C:13]#[N:14])[C:11]#[N:12])[CH:5]=[CH:6][CH:7]=1.NC1C=C(O)C=CC=1.C(#N)CC#N.[OH2:28].[NH2:29][NH2:30]. Given the product [NH2:12][C:11]1[C:10](=[N:9][NH:8][C:4]2[CH:5]=[C:6]([OH:28])[CH:7]=[CH:2][CH:3]=2)[C:13]([NH2:14])=[N:30][N:29]=1, predict the reactants needed to synthesize it. (2) Given the product [NH2:2][C:3]([C:5]1[O:6][C:7]2[CH:21]=[CH:20][C:19]([Br:22])=[CH:18][C:8]=2[C:9]=1[NH:10][C:11](=[O:17])[C@@H:12]1[CH2:16][CH2:15][CH2:14][N:13]1[CH3:25])=[O:4], predict the reactants needed to synthesize it. The reactants are: Cl.[NH2:2][C:3]([C:5]1[O:6][C:7]2[CH:21]=[CH:20][C:19]([Br:22])=[CH:18][C:8]=2[C:9]=1[NH:10][C:11](=[O:17])[C@@H:12]1[CH2:16][CH2:15][CH2:14][NH:13]1)=[O:4].C=O.[C:25](O[BH-](OC(=O)C)OC(=O)C)(=O)C.[Na+].Cl.